From a dataset of Full USPTO retrosynthesis dataset with 1.9M reactions from patents (1976-2016). Predict the reactants needed to synthesize the given product. (1) Given the product [OH:23][CH2:2][CH2:3][CH2:4][CH2:5][C:7]1[C:15]2[C:10](=[CH:11][CH:12]=[C:13]([C:16]#[N:17])[CH:14]=2)[NH:9][CH:8]=1, predict the reactants needed to synthesize it. The reactants are: Cl[CH2:2][CH2:3][CH2:4][C:5]([C:7]1[C:15]2[C:10](=[CH:11][CH:12]=[C:13]([C:16]#[N:17])[CH:14]=2)[NH:9][CH:8]=1)=O.[BH4-].[Na+].C([OH:23])(C)C. (2) Given the product [C:15]1([C:4]2[C:6]3[C:5]4[C:24](=[CH:23][CH:27]=[CH:15][CH:4]=4)[CH2:25][C:2]=3[C:7]([C:8]#[N:9])=[C:6]([N:10]3[CH2:14][CH2:13][CH2:12][CH2:11]3)[CH:5]=2)[CH:20]=[CH:19][CH:18]=[CH:17][CH:16]=1, predict the reactants needed to synthesize it. The reactants are: O=[C:2]1[C:7]([C:8]#[N:9])=[C:6]([N:10]2[CH2:14][CH2:13][CH2:12][CH2:11]2)[CH:5]=[C:4]([C:15]2[CH:20]=[CH:19][CH:18]=[CH:17][CH:16]=2)O1.[H-].[Na+].[CH2:23]1[CH2:27]O[CH2:25][CH2:24]1. (3) The reactants are: C(Cl)(=O)C.[NH:5]1[CH2:10][CH2:9][CH:8]([O:11][CH2:12][CH2:13][CH2:14][NH:15][C:16]([N:18]2[CH2:26][C:25]3[C:20](=[CH:21][CH:22]=[CH:23][CH:24]=3)[CH2:19]2)=[O:17])[CH2:7][CH2:6]1.NC1C=C2C(=CC=1)CN(C([NH:39][C:40]1C=[CH:44][C:43]([C:46](=[O:51])NCCC)=[CH:42][CH:41]=1)=O)C2. Given the product [N:39]1[CH:40]=[CH:41][CH:42]=[C:43]([C:46]([N:5]2[CH2:6][CH2:7][CH:8]([O:11][CH2:12][CH2:13][CH2:14][NH:15][C:16]([N:18]3[CH2:26][C:25]4[C:20](=[CH:21][CH:22]=[CH:23][CH:24]=4)[CH2:19]3)=[O:17])[CH2:9][CH2:10]2)=[O:51])[CH:44]=1, predict the reactants needed to synthesize it. (4) Given the product [CH3:3][S:4]([CH2:7][CH2:8][C:9]1[CH:10]=[CH:11][C:12]2[N:13]([N:15]=[C:16]([C:29]3[CH:34]=[CH:33][CH:32]=[CH:31][CH:30]=3)[C:17]=2[CH2:18][C:19]2[N:24]=[C:23]([C:25]([OH:27])=[O:26])[CH:22]=[CH:21][CH:20]=2)[CH:14]=1)(=[O:5])=[O:6], predict the reactants needed to synthesize it. The reactants are: [OH-].[K+].[CH3:3][S:4]([CH2:7][CH2:8][C:9]1[CH:10]=[CH:11][C:12]2[N:13]([N:15]=[C:16]([C:29]3[CH:34]=[CH:33][CH:32]=[CH:31][CH:30]=3)[C:17]=2[CH2:18][C:19]2[N:24]=[C:23]([C:25]([O:27]C)=[O:26])[CH:22]=[CH:21][CH:20]=2)[CH:14]=1)(=[O:6])=[O:5].Cl. (5) Given the product [Si:1]([O:8][CH2:9][C:10]1([C:33]#[N:34])[CH2:14][N:13]([C:15]2[CH:16]=[N:17][N:18]3[CH2:23][C@H:22]([CH3:24])[N:21]([C:25]([O:27][C:28]([CH3:31])([CH3:30])[CH3:29])=[O:26])[CH2:20][C:19]=23)[C:12](=[O:32])[CH2:11]1)([C:4]([CH3:6])([CH3:7])[CH3:5])([CH3:2])[CH3:3], predict the reactants needed to synthesize it. The reactants are: [Si:1]([O:8][CH2:9][C:10]1([C:33](=O)[NH2:34])[CH2:14][N:13]([C:15]2[CH:16]=[N:17][N:18]3[CH2:23][C@H:22]([CH3:24])[N:21]([C:25]([O:27][C:28]([CH3:31])([CH3:30])[CH3:29])=[O:26])[CH2:20][C:19]=23)[C:12](=[O:32])[CH2:11]1)([C:4]([CH3:7])([CH3:6])[CH3:5])([CH3:3])[CH3:2].N1C=CC=CC=1.FC(F)(F)C(OC(=O)C(F)(F)F)=O. (6) The reactants are: [N:1]1[CH:6]=[CH:5][CH:4]=[C:3]([CH2:7][NH:8][C:9]([C:11]2[S:15][C:14]([C:16]3[NH:17][N:18]=[CH:19][CH:20]=3)=[N:13][C:12]=2[CH3:21])=[O:10])[CH:2]=1.Br[CH2:23][C:24]1[CH:31]=[CH:30][C:27]([C:28]#[N:29])=[CH:26][CH:25]=1. Given the product [N:1]1[CH:6]=[CH:5][CH:4]=[C:3]([CH2:7][NH:8][C:9]([C:11]2[S:15][C:14]([C:16]3[CH:20]=[CH:19][N:18]([CH2:23][C:24]4[CH:31]=[CH:30][C:27]([C:28]#[N:29])=[CH:26][CH:25]=4)[N:17]=3)=[N:13][C:12]=2[CH3:21])=[O:10])[CH:2]=1, predict the reactants needed to synthesize it.